This data is from Experimentally validated miRNA-target interactions with 360,000+ pairs, plus equal number of negative samples. The task is: Binary Classification. Given a miRNA mature sequence and a target amino acid sequence, predict their likelihood of interaction. (1) The miRNA is hsa-miR-3613-5p with sequence UGUUGUACUUUUUUUUUUGUUC. The protein sequence of the target gene is MNVTSLFSFTSPAVKRLLGWKQGDEEEKWAEKAVDALVKKLKKKKGAMEELEKALSCPGQPSNCVTIPRSLDGRLQVSHRKGLPHVIYCRVWRWPDLQSHHELKPLECCEFPFGSKQKEVCINPYHYKRVESPVLPPVLVPRHSEYNPQHSLLAQFRNLGQNEPHMPLNATFPDSFQQPNSHPFPHSPNSSYPNSPGGSSSTYPHSPTSSDPGSPFQMPADTPPPAYLPPEDPMAQDGSQPMDTNMMAPPLPAEISRGDVQAVAYEEPKHWCSIVYYELNNRVGEAFHASSTSVLVDGFT.... Result: 0 (no interaction). (2) The miRNA is hsa-miR-579-3p with sequence UUCAUUUGGUAUAAACCGCGAUU. The protein sequence of the target gene is MAEASRWHRGGASKHKLHYRKEVEITTTLQELLLYFIFLINLCILTFGMVNPHMYYLNKVMSSLFLDTSVPGEERTNFKSIRSITDFWKFMEGPLLEGLYWDSWYNNQQLYNLKNSSRIYYENILLGVPRVRQLKVRNNTCKVYSSFQSLMSECYGKYTSANEDLSNFGLQINTEWRYSTSNTNSPWHWGFLGVYRNGGYIFTLSKSKSETKNKFIDLRLNSWITRGTRVIFIDFSLYNANVNLFCIIRLVAEFPATGGILTSWQFYSVKLLRYVSYYDYFIASCEITFCIFLFVFTTQE.... Result: 0 (no interaction). (3) The miRNA is dre-miR-199-5p with sequence CCCAGUGUUCAGACUACCUGUUC. The protein sequence of the target gene is MAATTAAVVAEEDTELRDLLVQTLENSGVLNRIKAELRAAVFLALEEQEKVENKTPLVNENLKKFLNTKDGRLVASLVAEFLQFFNLDFTLAVFHPETSTIQGLEGRENLAQDLGIIEAEGTVGGPLLLEVIRRCQQKEKGPASVEGALDLSDGHPPSKSPEGKSSANSTPSKIPRYKGQGKKKTIGQKPGDKKTSSETSQSEPSVSLSESKSKSSLHSLAHETRIASFLSSSAVDARDSSALCPDGDDVEGDSFFDDPIPKPEKTYGWRAEPRKQVGGLASLSDKPHLRSGLSSLAGAP.... Result: 0 (no interaction). (4) The miRNA is hsa-miR-4640-3p with sequence CACCCCCUGUUUCCUGGCCCAC. The protein sequence of the target gene is MASSQGKNELKLADWMATLPESMHSIPLTNLAIPGSHDSFSFYIDEASPVGPEQPETVQNFVSVFGTVAKKLMRKWLATQTMNFTGQLGAGIRYFDLRISTKPRDPDNELYFAHGLFSAKVNEGLEEINAFLTDHHKEVVFLDFNHFYGMQKYHHEKLVQMLKDIYGNKMCPAIFAQEVSLKYLWEKDYQVLVFYHSPVALEVPFLWPGQMMPAPWANTTDPEKLIQFLQASITERRKKGSFFISQVVLTPKASTVVKGVASGLRETITERALPAMMQWVRTQKPGESGINIVTADFVEL.... Result: 0 (no interaction). (5) The miRNA is hsa-miR-520f-5p with sequence CCUCUAAAGGGAAGCGCUUUCU. The protein sequence of the target gene is MSCVHYKFSSKLNYDTVTFDGLHISLCDLKKQIMGREKLKAADCDLQITNAQTKEEYTDDNALIPKNSSVIVRRIPIGGVKSTSKTYVISRTEPAMATTKAIDDSSASISLAQLTKTANLAEANASEEDKIKAMMSQSGHEYDPINYMKKPLGPPPPSYTCFRCGKPGHYIKNCPTNGDKNFESGPRIKKSTGIPRSFMMEVKDPNMKGAMLTNTGKYAIPTIDAEAYAIGKKEKPPFLPEEPSSSSEEDDPIPDELLCLICKDIMTDAVVIPCCGNSYCDECIRTALLESDEHTCPTCH.... Result: 0 (no interaction). (6) The miRNA is mmu-miR-7229-3p with sequence UACACAGACCAGUGACUUUCUGCA. The protein sequence of the target gene is MVNSVVFFDITVDGKPLGRISIKLFADKILKTAENFRALSTGEKGFRYKGSCFHRIIPGFMCQGGDFTRHNGTGDKSIYGEKFDDENLIRKHTGSGILSMANAGPNTNGSQFFICAAKTEWLDGKHVAFGKVKERVNIVEAMEHFGYRNSKTSKKITIADCGQF. Result: 0 (no interaction). (7) The miRNA is hsa-miR-6763-3p with sequence CUCCCCGGCCUCUGCCCCCAG. The protein sequence of the target gene is MMLLLPLLAVFLVKRSHTRTHSLRYFRLAVSDPGPVVPEFISVGYVDSHPITTYDSVTRQKEPKAPWMAENLAPDHWERYTQLLRGWQQTFKAELRHLQRHYNHSGLHTYQRMIGCELLEDGSTTGFLQYAYDGQDFIIFNKDTLSWLAMDYVAHITKQAWEANLHELQYQKNWLEEECIAWLKRFLEYGRDTLERTEHPVVRTTRKETFPGITTFFCRAHGFYPPEISMTWMKNGEEIAQEVDYGGVLPSGDGTYQTWLSVNLDPQSNDVYSCHVEHCGRQMVLEAPRESGDILRVSTI.... Result: 0 (no interaction).